Predict the product of the given reaction. From a dataset of Forward reaction prediction with 1.9M reactions from USPTO patents (1976-2016). (1) Given the reactants [CH3:1][O:2][CH2:3][CH:4]([CH2:29][O:30][CH3:31])[O:5][C:6]1[CH:7]=[C:8]([O:18][C:19]2[CH:24]=[CH:23][C:22]([S:25]([CH3:28])(=[O:27])=[O:26])=[CH:21][N:20]=2)[CH:9]=[C:10]2[C:14]=1[NH:13][C:12]([C:15]([NH2:17])=O)=[CH:11]2.COC1C=CC(P2(SP(C3C=CC(OC)=CC=3)(=S)S2)=[S:41])=CC=1, predict the reaction product. The product is: [CH3:1][O:2][CH2:3][CH:4]([CH2:29][O:30][CH3:31])[O:5][C:6]1[CH:7]=[C:8]([O:18][C:19]2[CH:24]=[CH:23][C:22]([S:25]([CH3:28])(=[O:26])=[O:27])=[CH:21][N:20]=2)[CH:9]=[C:10]2[C:14]=1[NH:13][C:12]([C:15](=[S:41])[NH2:17])=[CH:11]2. (2) Given the reactants [C:1]1([C@H:7]([O:9][C:10](=[O:19])[NH:11][C:12]2[CH:13]=[N:14][CH:15]=[CH:16][C:17]=2Cl)[CH3:8])[CH:6]=[CH:5][CH:4]=[CH:3][CH:2]=1.[OH:20][C:21]1[CH:26]=[CH:25][C:24](B(O)O)=[CH:23][CH:22]=1, predict the reaction product. The product is: [C:1]1([C@H:7]([O:9][C:10](=[O:19])[NH:11][C:12]2[CH:13]=[N:14][CH:15]=[CH:16][C:17]=2[C:24]2[CH:25]=[CH:26][C:21]([OH:20])=[CH:22][CH:23]=2)[CH3:8])[CH:6]=[CH:5][CH:4]=[CH:3][CH:2]=1.